This data is from Full USPTO retrosynthesis dataset with 1.9M reactions from patents (1976-2016). The task is: Predict the reactants needed to synthesize the given product. Given the product [CH3:14][CH2:12][CH:10]=[CH:9][CH2:8][CH2:7][CH2:5][CH2:4][CH3:3], predict the reactants needed to synthesize it. The reactants are: [H-].[Na+].[CH3:3][CH2:4][C:5](O)([CH2:7][CH2:8][CH:9]=[C:10]([CH3:12])C)C.[CH3:14]I.Cl.